From a dataset of Full USPTO retrosynthesis dataset with 1.9M reactions from patents (1976-2016). Predict the reactants needed to synthesize the given product. (1) Given the product [OH:22][C@@H:18]([CH:19]([CH3:21])[CH3:20])[C:17]([NH:16][C@@H:14]([CH3:15])[C:13]([N:9]1[CH2:10][CH2:11][CH2:12][C@@H:7]([C:5]([OH:6])=[O:4])[NH:8]1)=[O:24])=[O:23], predict the reactants needed to synthesize it. The reactants are: ClC(Cl)(Cl)C[O:4][C:5]([C@@H:7]1[CH2:12][CH2:11][CH2:10][N:9]([C:13](=[O:24])[C@@H:14]([NH:16][C:17](=[O:23])[C@@H:18]([OH:22])[CH:19]([CH3:21])[CH3:20])[CH3:15])[NH:8]1)=[O:6].O.O.[OH-].[Li+].Cl. (2) Given the product [C:1]([N:4]1[C:12]2[C:7](=[CH:8][C:9]([O:13][CH3:14])=[C:10]([N+:22]([O-:24])=[O:23])[CH:11]=2)[CH2:6][CH2:5]1)(=[O:3])[CH3:2], predict the reactants needed to synthesize it. The reactants are: [C:1]([N:4]1[C:12]2[C:7](=[CH:8][C:9]([O:13][CH3:14])=[CH:10][CH:11]=2)[CH2:6][CH2:5]1)(=[O:3])[CH3:2].C(OC(=O)C)(=O)C.[N+:22]([O-])([OH:24])=[O:23]. (3) Given the product [CH:22]1([O:21][C:15]2[CH:14]=[C:13]([CH:11]3[CH2:12][N:8]([C:4]4[CH:3]=[C:2]([NH:1][C:35]([NH:34][C:28]5[CH:33]=[CH:32][CH:31]=[CH:30][CH:29]=5)=[O:36])[CH:7]=[CH:6][CH:5]=4)[C:9](=[O:27])[CH2:10]3)[CH:18]=[CH:17][C:16]=2[O:19][CH3:20])[CH2:26][CH2:25][CH2:24][CH2:23]1, predict the reactants needed to synthesize it. The reactants are: [NH2:1][C:2]1[CH:3]=[C:4]([N:8]2[CH2:12][CH:11]([C:13]3[CH:18]=[CH:17][C:16]([O:19][CH3:20])=[C:15]([O:21][CH:22]4[CH2:26][CH2:25][CH2:24][CH2:23]4)[CH:14]=3)[CH2:10][C:9]2=[O:27])[CH:5]=[CH:6][CH:7]=1.[C:28]1([N:34]=[C:35]=[O:36])[CH:33]=[CH:32][CH:31]=[CH:30][CH:29]=1. (4) Given the product [CH3:19][C:29]1[CH:36]=[CH:35][C:32]([CH2:33][C:3]2([C:7]([O:9][CH2:10][CH3:11])=[O:8])[CH2:4][CH2:5][CH2:6][N:1]([C:12]([O:14][C:15]([CH3:17])([CH3:16])[CH3:18])=[O:13])[CH2:2]2)=[CH:31][CH:30]=1, predict the reactants needed to synthesize it. The reactants are: [N:1]1([C:12]([O:14][C:15]([CH3:18])([CH3:17])[CH3:16])=[O:13])[CH2:6][CH2:5][CH2:4][CH:3]([C:7]([O:9][CH2:10][CH3:11])=[O:8])[CH2:2]1.[CH:19](NC(C)C)(C)C.[Li].CO[C:29]1[CH:36]=[CH:35][C:32]([CH2:33]Cl)=[CH:31][CH:30]=1. (5) Given the product [C:27]([O:26][C:24]([N:21]1[CH2:22][CH2:23][CH:18]([N:4]2[CH2:5][CH2:6][N:1]([C:7]([O:9][CH2:10][C:11]3[CH:16]=[CH:15][CH:14]=[CH:13][CH:12]=3)=[O:8])[CH2:2][CH2:3]2)[CH2:19][CH2:20]1)=[O:25])([CH3:30])([CH3:28])[CH3:29], predict the reactants needed to synthesize it. The reactants are: [N:1]1([C:7]([O:9][CH2:10][C:11]2[CH:16]=[CH:15][CH:14]=[CH:13][CH:12]=2)=[O:8])[CH2:6][CH2:5][NH:4][CH2:3][CH2:2]1.O=[C:18]1[CH2:23][CH2:22][N:21]([C:24]([O:26][C:27]([CH3:30])([CH3:29])[CH3:28])=[O:25])[CH2:20][CH2:19]1.C(O)(=O)C. (6) Given the product [OH:8][C:9]1[CH:14]=[C:13]([CH2:15][CH2:16][C:17]2[NH:18][N:19]=[CH:20][CH:21]=2)[CH:12]=[CH:11][C:10]=1[N:31]1[S:35](=[O:37])(=[O:36])[NH:34][C:33](=[O:38])[CH2:32]1, predict the reactants needed to synthesize it. The reactants are: C([O:8][C:9]1[CH:14]=[C:13](/[CH:15]=[CH:16]/[C:17]2[N:18](COCC3C=CC=CC=3)[N:19]=[CH:20][CH:21]=2)[CH:12]=[CH:11][C:10]=1[N:31]1[S:35](=[O:37])(=[O:36])[NH:34][C:33](=[O:38])[CH2:32]1)C1C=CC=CC=1.